This data is from HIV replication inhibition screening data with 41,000+ compounds from the AIDS Antiviral Screen. The task is: Binary Classification. Given a drug SMILES string, predict its activity (active/inactive) in a high-throughput screening assay against a specified biological target. (1) The compound is O=c1c2cc(Cl)ccc2sc2cccc(Cl)c12. The result is 0 (inactive). (2) The compound is NC(=O)c1cn(C2OC(CO)C(O)C2O)c(=O)[nH]c1=O. The result is 0 (inactive). (3) The drug is CC(C)=CCCC(C)C1=C(Nc2ccccc2F)C(=O)C(C)=C(O)C1=O. The result is 0 (inactive). (4) The compound is OCC1C(CO)C2CCC1C2(c1ccccc1)c1ccccc1. The result is 0 (inactive). (5) The molecule is N#CC(N)=C(C#N)N=CNc1ccc(N)cc1. The result is 0 (inactive). (6) The drug is Clc1ccc(-c2c(C3=NCCCN3)nnn2-c2ccccc2)cc1. The result is 0 (inactive). (7) The compound is O=S(Cl)C(Cl)=C(Cl)Cl. The result is 0 (inactive). (8) The drug is COc1cc(OC)cc(N(C)Cc2cnc3nc(N)nc(N)c3c2C)c1.Cl. The result is 0 (inactive). (9) The drug is [N-]=[N+]=NCN1C(=O)C2C3C=CC(C2C1=O)C1C2C(=O)N(CN=[N+]=[N-])C(=O)C2C31. The result is 0 (inactive).